This data is from Reaction yield outcomes from USPTO patents with 853,638 reactions. The task is: Predict the reaction yield, written as a fraction of the theoretical maximum amount of product (1.0 means a 100% yield; for example, 0.34 means a 34% yield). (1) The reactants are Cl[C:2]1[N:7]=[C:6]([C:8]2[S:12][C:11]([C:13]([CH3:16])([CH3:15])[CH3:14])=[N:10][C:9]=2[C:17]2[C:18]([F:24])=[C:19]([CH:21]=[CH:22][CH:23]=2)[NH2:20])[CH:5]=[CH:4][N:3]=1.[NH4+:25].[OH-].O1CCOCC1. The catalyst is O. The product is [NH2:20][C:19]1[C:18]([F:24])=[C:17]([C:9]2[N:10]=[C:11]([C:13]([CH3:16])([CH3:15])[CH3:14])[S:12][C:8]=2[C:6]2[CH:5]=[CH:4][N:3]=[C:2]([NH2:25])[N:7]=2)[CH:23]=[CH:22][CH:21]=1. The yield is 0.830. (2) The reactants are [C:1]1(=O)[CH2:6][CH2:5][CH2:4][CH2:3][CH2:2]1.[NH:8]1[C:16]2[C:11](=[CH:12][CH:13]=[C:14]([C:17]([O:19][CH3:20])=[O:18])[CH:15]=2)[CH:10]=[CH:9]1.FC(F)(F)C(O)=O.C([SiH](CC)CC)C. The catalyst is ClCCl. The product is [CH:1]1([C:10]2[C:11]3[C:16](=[CH:15][C:14]([C:17]([O:19][CH3:20])=[O:18])=[CH:13][CH:12]=3)[NH:8][CH:9]=2)[CH2:6][CH2:5][CH2:4][CH2:3][CH2:2]1. The yield is 0.850.